From a dataset of Full USPTO retrosynthesis dataset with 1.9M reactions from patents (1976-2016). Predict the reactants needed to synthesize the given product. (1) Given the product [O:28]=[C:27]1[NH:1][C:2]2=[N:3][CH:4]=[CH:5][CH:6]=[C:7]2[N:8]1[CH:9]1[CH2:10][CH2:11][N:12]([C:15]([O:17][C:18]([CH3:21])([CH3:20])[CH3:19])=[O:16])[CH2:13][CH2:14]1, predict the reactants needed to synthesize it. The reactants are: [NH2:1][C:2]1[C:7]([NH:8][CH:9]2[CH2:14][CH2:13][N:12]([C:15]([O:17][C:18]([CH3:21])([CH3:20])[CH3:19])=[O:16])[CH2:11][CH2:10]2)=[CH:6][CH:5]=[CH:4][N:3]=1.C1N=CN([C:27](N2C=NC=C2)=[O:28])C=1. (2) Given the product [Br:19][C:15]1[CH:16]=[CH:17][CH:18]=[C:13]([C:22](=[O:23])[CH3:21])[N:14]=1, predict the reactants needed to synthesize it. The reactants are: [Li]CCCC.CCCCCC.Br[C:13]1[CH:18]=[CH:17][CH:16]=[C:15]([Br:19])[N:14]=1.Cl.[CH3:21][CH2:22][O:23]CC. (3) Given the product [Cl:14][C:2]1[N:3]=[C:19]([Cl:20])[C:5]2[S:9][CH2:8][CH2:7][C:6]=2[N:1]=1, predict the reactants needed to synthesize it. The reactants are: [N:1]1[C:6]2[CH2:7][CH2:8][S:9][C:5]=2C(O)=[N:3][C:2]=1O.O=P(Cl)(Cl)[Cl:14].O.Cl[CH2:19][Cl:20]. (4) Given the product [Cl:34][C:31]1[CH:30]=[CH:29][C:28]([N:9]2[C:10](=[O:27])[C:11]3[N:59]=[CH:58][N:14]([C:17]4[CH:22]=[CH:21][CH:20]=[C:19]([S:23]([CH3:53])(=[O:25])=[O:24])[CH:18]=4)[C:12]=3[N:13]=[C:8]2[C:5]2[CH:4]=[CH:3][C:2]([B:35]3[O:39][C:38]([CH3:41])([CH3:40])[C:37]([CH3:43])([CH3:42])[O:36]3)=[CH:7][CH:6]=2)=[CH:33][CH:32]=1, predict the reactants needed to synthesize it. The reactants are: Br[C:2]1[CH:7]=[CH:6][C:5]([C:8]2[N:9]([C:28]3[CH:33]=[CH:32][C:31]([Cl:34])=[CH:30][CH:29]=3)[C:10](=[O:27])[C:11]3C=N[N:14]([C:17]4[CH:18]=[C:19]([S:23](N)(=[O:25])=[O:24])[CH:20]=[CH:21][CH:22]=4)[C:12]=3[N:13]=2)=[CH:4][CH:3]=1.[B:35]1([B:35]2[O:39][C:38]([CH3:41])([CH3:40])[C:37]([CH3:43])([CH3:42])[O:36]2)[O:39][C:38]([CH3:41])([CH3:40])[C:37]([CH3:43])([CH3:42])[O:36]1.[C:53]([O-])(=O)C.[K+].[CH3:58][N:59](C)C=O. (5) The reactants are: [O:1]=[C:2]1[C:11]2[C:6](=[CH:7][CH:8]=[CH:9][CH:10]=2)[NH:5][CH:4]=[C:3]1[C:12]([OH:14])=O.C(=O)(OC)[O:16][C:17]1[CH:22]=[C:21]([NH2:23])[C:20]([C:24]([CH3:27])([CH3:26])[CH3:25])=[CH:19][C:18]=1[C:28]([CH3:31])([CH3:30])[CH3:29].CC1OCCC1.C(P1(=O)OP(CCC)(=O)OP(CCC)(=O)O1)CC.N1C=CC=CC=1.C[O-].[Na+].CO. Given the product [C:24]([C:20]1[CH:19]=[C:18]([C:28]([CH3:31])([CH3:30])[CH3:29])[C:17]([OH:16])=[CH:22][C:21]=1[NH:23][C:12]([C:3]1[C:2](=[O:1])[C:11]2[C:6](=[CH:7][CH:8]=[CH:9][CH:10]=2)[NH:5][CH:4]=1)=[O:14])([CH3:27])([CH3:25])[CH3:26], predict the reactants needed to synthesize it. (6) Given the product [C:35]([O:37][C:15]1[CH:16]=[CH:17][C:12]([O:11][C:10]2[CH:22]=[CH:23][C:24]([CH2:26][CH3:27])=[CH:25][C:9]=2[O:8][CH2:1][C:2]2[CH:3]=[CH:4][CH:5]=[CH:6][CH:7]=2)=[C:13]([F:21])[CH:14]=1)(=[O:36])[CH3:30], predict the reactants needed to synthesize it. The reactants are: [CH2:1]([O:8][C:9]1[CH:25]=[C:24]([CH2:26][CH3:27])[CH:23]=[CH:22][C:10]=1[O:11][C:12]1[CH:17]=[CH:16][C:15](C(=O)C)=[CH:14][C:13]=1[F:21])[C:2]1[CH:7]=[CH:6][CH:5]=[CH:4][CH:3]=1.C1C=C(Cl)C=[C:30]([C:35]([O:37]O)=[O:36])C=1.